From a dataset of Forward reaction prediction with 1.9M reactions from USPTO patents (1976-2016). Predict the product of the given reaction. Given the reactants [F:1][C:2]1[CH:7]=[CH:6][C:5]([F:8])=[CH:4][C:3]=1[C@H:9]1[CH2:13][CH2:12][CH2:11][N:10]1[C:14]1[CH:19]=[CH:18][N:17]2[N:20]=[CH:21][C:22]([NH2:23])=[C:16]2[N:15]=1.[F:24][C:25]1[CH:30]=[CH:29][C:28]([N:31]=[C:32]=[O:33])=[CH:27][CH:26]=1.CCN(C(C)C)C(C)C, predict the reaction product. The product is: [F:1][C:2]1[CH:7]=[CH:6][C:5]([F:8])=[CH:4][C:3]=1[C@H:9]1[CH2:13][CH2:12][CH2:11][N:10]1[C:14]1[CH:19]=[CH:18][N:17]2[N:20]=[CH:21][C:22]([NH:23][C:32]([NH:31][C:28]3[CH:29]=[CH:30][C:25]([F:24])=[CH:26][CH:27]=3)=[O:33])=[C:16]2[N:15]=1.